The task is: Predict the reactants needed to synthesize the given product.. This data is from Full USPTO retrosynthesis dataset with 1.9M reactions from patents (1976-2016). (1) The reactants are: [H-].[Na+].[Br:3][C:4]1[N:5]=[C:6]2[C:12]([C:13](=[O:18])[C:14]([CH3:17])([CH3:16])[CH3:15])=[CH:11][NH:10][C:7]2=[N:8][CH:9]=1.[CH3:19][Si:20]([CH2:23][CH2:24][O:25][CH2:26]Cl)([CH3:22])[CH3:21]. Given the product [Br:3][C:4]1[N:5]=[C:6]2[C:12]([C:13](=[O:18])[C:14]([CH3:15])([CH3:17])[CH3:16])=[CH:11][N:10]([CH2:26][O:25][CH2:24][CH2:23][Si:20]([CH3:22])([CH3:21])[CH3:19])[C:7]2=[N:8][CH:9]=1, predict the reactants needed to synthesize it. (2) Given the product [Cl:1][C:2]1[CH:3]=[CH:4][C:5]2[N:11]([C:12](=[O:28])[C:13]3[CH:18]=[CH:17][C:16]([N:19]([CH2:60][CH2:61][O:62][C:63]4[CH:68]=[CH:67][CH:66]=[CH:65][C:64]=4[CH3:69])[C:20](=[O:25])[C:21]([F:24])([F:23])[F:22])=[CH:15][C:14]=3[O:26][CH3:27])[CH2:10][CH2:9][CH2:8][CH:7]([CH2:29][C:30]([N:32]3[CH2:33][CH2:34][N:35]([CH3:38])[CH2:36][CH2:37]3)=[O:31])[C:6]=2[CH:39]=1, predict the reactants needed to synthesize it. The reactants are: [Cl:1][C:2]1[CH:3]=[CH:4][C:5]2[N:11]([C:12](=[O:28])[C:13]3[CH:18]=[CH:17][C:16]([NH:19][C:20](=[O:25])[C:21]([F:24])([F:23])[F:22])=[CH:15][C:14]=3[O:26][CH3:27])[CH2:10][CH2:9][CH2:8][CH:7]([CH2:29][C:30]([N:32]3[CH2:37][CH2:36][N:35]([CH3:38])[CH2:34][CH2:33]3)=[O:31])[C:6]=2[CH:39]=1.C1(P(C2C=CC=CC=2)C2C=CC=CC=2)C=CC=CC=1.O[CH2:60][CH2:61][O:62][C:63]1[CH:68]=[CH:67][CH:66]=[CH:65][C:64]=1[CH3:69].N(C(OCC)=O)=NC(OCC)=O. (3) Given the product [O:4]([CH2:3][CH2:2][CH2:1][OH:5])[Si:10]([C:6]([CH3:9])([CH3:8])[CH3:7])([CH3:13])[CH3:12], predict the reactants needed to synthesize it. The reactants are: [CH2:1]([OH:5])[CH2:2][CH2:3][OH:4].[C:6]([Si:10]([CH3:13])([CH3:12])Cl)([CH3:9])([CH3:8])[CH3:7].N1C=CN=C1.Cl. (4) The reactants are: F[C:2]1[CH:3]=[C:4]([C:10]2[N:11]=[C:12]3[CH:17]=[C:16]([NH:18][CH3:19])[CH:15]=[CH:14][N:13]3[CH:20]=2)C=C[C:7]=1[O:8]C.CNC1C=CN=C(N)C=1.BrCC(C1OC=CC=1)=O. Given the product [O:8]1[CH:7]=[CH:2][CH:3]=[C:4]1[C:10]1[N:11]=[C:12]2[CH:17]=[C:16]([NH:18][CH3:19])[CH:15]=[CH:14][N:13]2[CH:20]=1, predict the reactants needed to synthesize it.